From a dataset of TCR-epitope binding with 47,182 pairs between 192 epitopes and 23,139 TCRs. Binary Classification. Given a T-cell receptor sequence (or CDR3 region) and an epitope sequence, predict whether binding occurs between them. (1) The epitope is LVLSVNPYV. The TCR CDR3 sequence is CASSQGGSYEQYF. Result: 1 (the TCR binds to the epitope). (2) The epitope is SEETGTLIV. The TCR CDR3 sequence is CASSQDYSSYEQYF. Result: 0 (the TCR does not bind to the epitope). (3) The epitope is RAKFKQLL. The TCR CDR3 sequence is CSYSPGQGRNEQFF. Result: 1 (the TCR binds to the epitope). (4) The epitope is KLWAQCVQL. The TCR CDR3 sequence is CASSLGTGWLEETQYF. Result: 1 (the TCR binds to the epitope). (5) The epitope is KLSYGIATV. The TCR CDR3 sequence is CASSYRDSPPDTQYF. Result: 1 (the TCR binds to the epitope). (6) The epitope is SLVKPSFYV. The TCR CDR3 sequence is CASSETSGKNIQYF. Result: 0 (the TCR does not bind to the epitope). (7) The epitope is LLQTGIHVRVSQPSL. The TCR CDR3 sequence is CAISERDISSYEQYF. Result: 1 (the TCR binds to the epitope). (8) The epitope is GLIYNRMGAVTTEV. The TCR CDR3 sequence is CASFAPDRGSYEQYF. Result: 1 (the TCR binds to the epitope). (9) The epitope is TTLPVNVAF. The TCR CDR3 sequence is CASSSYEGKGQSHYEQYF. Result: 0 (the TCR does not bind to the epitope). (10) The epitope is IYSKHTPINL. The TCR CDR3 sequence is CASSYSDVTYNEQFF. Result: 1 (the TCR binds to the epitope).